From a dataset of Full USPTO retrosynthesis dataset with 1.9M reactions from patents (1976-2016). Predict the reactants needed to synthesize the given product. (1) Given the product [Fe:1]([Cl:3])[Cl:2].[CH3:4][C:5]1[CH:10]=[C:9]([N+:11]([O-:13])=[O:12])[CH:8]=[CH:7][C:6]=1[N:14]=[C:15]([C:17]1[CH:22]=[CH:21][CH:20]=[C:19]([C:23](=[N:25][C:26]2[CH:31]=[CH:30][C:29]([N+:32]([O-:34])=[O:33])=[CH:28][C:27]=2[CH3:35])[CH3:24])[N:18]=1)[CH3:16], predict the reactants needed to synthesize it. The reactants are: [Fe:1]([Cl:3])[Cl:2].[CH3:4][C:5]1[CH:10]=[C:9]([N+:11]([O-:13])=[O:12])[CH:8]=[CH:7][C:6]=1[N:14]=[C:15]([C:17]1[CH:22]=[CH:21][CH:20]=[C:19]([C:23](=[N:25][C:26]2[CH:31]=[CH:30][C:29]([N+:32]([O-:34])=[O:33])=[CH:28][C:27]=2[CH3:35])[CH3:24])[N:18]=1)[CH3:16]. (2) Given the product [C:34]([C:37]1[CH:38]=[CH:39][C:40]([S:43]([N:12]2[C:6]3[CH:7]=[N:8][C:9]4[CH:10]=[CH:11][C:2]([CH3:1])=[CH:3][C:4]=4[C:5]=3[N:14]([C:15]3[CH:16]=[CH:17][C:18]([C:21]([CH3:24])([CH3:25])[C:22]#[N:23])=[CH:19][CH:20]=3)[C:13]2=[O:26])(=[O:45])=[O:44])=[CH:41][CH:42]=1)(=[O:36])[CH3:35], predict the reactants needed to synthesize it. The reactants are: [CH3:1][C:2]1[CH:11]=[CH:10][C:9]2[N:8]=[CH:7][C:6]3[NH:12][C:13](=[O:26])[N:14]([C:15]4[CH:20]=[CH:19][C:18]([C:21]([CH3:25])([CH3:24])[C:22]#[N:23])=[CH:17][CH:16]=4)[C:5]=3[C:4]=2[CH:3]=1.C(N(CC)CC)C.[C:34]([C:37]1[CH:42]=[CH:41][C:40]([S:43](Cl)(=[O:45])=[O:44])=[CH:39][CH:38]=1)(=[O:36])[CH3:35].O. (3) Given the product [C:19]([OH:21])(=[O:20])[CH2:14][C:15]([CH2:23][C:26]([OH:28])=[O:27])([C:16]([OH:18])=[O:17])[OH:11], predict the reactants needed to synthesize it. The reactants are: CNC[C@H](O)C1C=CC([OH:11])=C(O)C=1.[CH:14](/[C:19]([OH:21])=[O:20])=[CH:15]\[C:16]([OH:18])=[O:17].C[C:23]([C:26]([O:28]C1C=CC(C(O)CNC)=CC=1[O:28][C:26]([C:23](C)(C)C)=[O:27])=[O:27])(C)C.Cl.OC[C@@H]([C@H]([C@@H]([C@@H](CO)O)O)O)O.